This data is from Human Reference Interactome with 51,813 positive PPI pairs across 8,248 proteins, plus equal number of experimentally-validated negative pairs. The task is: Binary Classification. Given two protein amino acid sequences, predict whether they physically interact or not. (1) Protein 1 (ENSG00000128045) has sequence MRLIQNMCTIAEYPAPGNAAASDCCVGAAGRRLVKIAVVGASGVGKTALVVRFLTKRFIGDYERNAGNLYTRQVQIEGETLALQVQDTPGIQVHENSLSCSEQLNRCIRWADAVVIVFSITDYKSYELISQLHQHVQQLHLGTRLPVVVVANKADLLHIKQVDPQLGLQLASMLGCSFYEVSVSENYNDVYSAFHVLCKEVSHKQQPSSTPEKRRTSLIPRPKSPNMQDLKRRFKQALSAKVRTVTSV*. Protein 2 (ENSG00000139144) has sequence MAYSWQTDPNPNESHEKQYEHQEFLFVNQPHSSSQVSLGFDQIVDEISGKIPHYESEIDENTFFVPTAPKWDSTGHSLNEAHQISLNEFTSKSRELSWHQVSKAPAIGFSPSVLPKPQNTNKECSWGSPIGKHHGADDSRFSILAPSFTSLDKINLEKELENENHNYHIGFESSIPPTNSSFSSDFMPKEENKRSGHVNIVEPSLMLLKGSLQPGMWESTWQKNIESIGCSIQLVEVPQSSNTSLASFCNKVKKIRERYHAADVNFNSGKIWSTTTAFPYQLFSKTKFNIHIFIDNSTQP.... Result: 0 (the proteins do not interact). (2) Protein 1 (ENSG00000165685) has sequence MSWRPQPCCISSCCLTTDWVHLWYIWLLVVIGALLLLCGLTSLCFRCCCLSRQQNGEDGGPPPCEVTVIAFDHDSTLQSTITSLQSVFGPAARRILAVAHSHSSLGQLPSSLDTLPGYEEALHMSRFTVAMCGQKAPDLPPVPEEKQLPPTEKESTRIVDSWN*MGVRVHVVAASALLYFILLSGTRCEENCGNPEHCLTTDWVHLWYIWLLVVIGALLLLCGLTSLCFRCCCLSRQQNGEDGGPPPCEVTVIAFDHDSTLQSTITSLQSVFGPAARRILAVAHSHSSLGQLPSSLDTLP.... Protein 2 (ENSG00000170075) has sequence MRWLWPLAVSLAVILAVGLSRVSGGAPLHLGRHRAETQEQQSRSKRGTEDEEAKGVQQYVPEEWAEYPRPIHPAGLQPTKPLVATSPNPGKDGGTPDSGQELRGNLTGAPGQRLQIQNPLYPVTESSYSAYAIMLLALVVFAVGIVGNLSVMCIVWHSYYLKSAWNSILASLALWDFLVLFFCLPIVIFNEITKQRLLGDVSCRAVPFMEVSSLGVTTFSLCALGIDRFHVATSTLPKVRPIERCQSILAKLAVIWVGSMTLAVPELLLWQLAQEPAPTMGTLDSCIMKPSASLPESLYS.... Result: 1 (the proteins interact). (3) Protein 1 (ENSG00000189298) has sequence MARELSESTALDAQSTEDQMELLVIKVEEEEAGFPSSPDLGSEGSRERFRGFRYPEAAGPREALSRLRELCRQWLQPEMHSKEQILELLVLEQFLTILPGNLQSWVREQHPESGEEVVVLLEYLERQLDEPAPQVSGVDQGQELLCCKMALLTPAPGSQSSQFQLMKALLKHESVGSQPLQDRVLQVPVLAHGGCCREDKVVASRLTPESQGLLKVEDVALTLTPEWTQQDSSQGNLCRDEKQENHGSLVSLGDEKQTKSRDLPPAEELPEKEHGKISCHLREDIAQIPTCAEAGEQEGR.... Protein 2 (ENSG00000165283) has sequence MLARAARGTGALLLRGSLLASGRAPRRASSGLPRNTVVLFVPQQEAWVVERMGRFHRILEPGLNILIPVLDRIRYVQSLKEIVINVPEQSAVTLDNVTLQIDGVLYLRIMDPYKASYGVEDPEYAVTQLAQTTMRSELGKLSLDKVFRERESLNASIVDAINQAADCWGIRCLRYEIKDIHVPPRVKESMQMQVEAERRKRATVLESEGTRESAINVAEGKKQAQILASEAEKAEQINQAAGEASAVLAKAKAKAEAIRILAAALTQHNGDAAASLTVAEQYVSAFSKLAKDSNTILLPS.... Result: 0 (the proteins do not interact). (4) Protein 1 (ENSG00000156140) has sequence MVLLSLWLIAAALVEVRTSADGQAGNEEMVQIDLPIKRYREYELVTPVSTNLEGRYLSHTLSASHKKRSARDVSSNPEQLFFNITAFGKDFHLRLKPNTQLVAPGAVVEWHETSLVPGNITDPINNHQPGSATYRIRRTEPLQTNCAYVGDIVDIPGTSVAISNCDGLAGMIKSDNEEYFIEPLERGKQMEEEKGRIHVVYKRSAVEQAPIDMSKDFHYRESDLEGLDDLGTVYGNIHQQLNETMRRRRHAGENDYNIEVLLGVDDSVVRFHGKEHVQNYLLTLMNIVNEIYHDESLGVH.... Protein 2 (ENSG00000042980) has sequence MLQGLLPVSLLLSVAVSAIKELPGVKKYEVVYPIRLHPLHKREAKEPEQQEQFETELKYKMTINGKIAVLYLKKNKNLLAPGYTETYYNSTGKEITTSPQIMDDCYYQGHILNEKVSDASISTCRGLRGYFSQGDQRYFIEPLSPIHRDGQEHALFKYNPDEKNYDSTCGMDGVLWAHDLQQNIALPATKLVKLKDRKVQEHEKYIEYYLVLDNGEFKRYNENQDEIRKRVFEMANYVNMLYKKLNTHVALVGMEIWTDKDKIKITPNASFTLENFSKWRGSVLSRRKRHDIAQLITATE.... Result: 0 (the proteins do not interact).